Dataset: Catalyst prediction with 721,799 reactions and 888 catalyst types from USPTO. Task: Predict which catalyst facilitates the given reaction. (1) Reactant: F[C:2]1[CH:9]=[CH:8][C:7]([CH3:10])=[CH:6][C:3]=1[C:4]#[N:5].[CH2:11]([S-:13])[CH3:12].[Na+].Cl. Product: [CH2:11]([S:13][C:2]1[CH:9]=[CH:8][C:7]([CH3:10])=[CH:6][C:3]=1[C:4]#[N:5])[CH3:12]. The catalyst class is: 9. (2) Reactant: CC1C=CC(S(O[CH2:12][C@@H:13]2[O:18][C:17]3[CH:19]=[C:20]([C:23]([F:26])([F:25])[F:24])[CH:21]=[CH:22][C:16]=3[O:15][CH2:14]2)(=O)=O)=CC=1.[CH2:27]([NH2:30])[CH2:28][CH3:29]. Product: [F:26][C:23]([F:24])([F:25])[C:20]1[CH:21]=[CH:22][C:16]2[O:15][CH2:14][C@H:13]([CH2:12][NH:30][CH2:27][CH2:28][CH3:29])[O:18][C:17]=2[CH:19]=1. The catalyst class is: 10. (3) Reactant: [C:1]([C:3]1[C:4](N2CCC(C(O)=O)CC2)=[N:5][C:6]([CH3:15])=[C:7]([C:9]([O:11][CH:12]([CH3:14])[CH3:13])=[O:10])[CH:8]=1)#[N:2].CN(C(ON1N=[N:40][C:35]2[CH:36]=[CH:37][CH:38]=[CH:39]C1=2)=[N+](C)C)C.[B-](F)(F)(F)F.CCN(C(C)C)C(C)C.[C:56]1([S:62]([NH2:65])(=[O:64])=[O:63])[CH:61]=[CH:60][CH:59]=[CH:58][CH:57]=1.[C:66]([O-])(O)=[O:67].[Na+]. Product: [C:1]([C:3]1[CH:4]=[N:5][C:6]([CH3:15])=[C:7]([C:8]=1[N:40]1[CH2:35][CH2:36][CH:37]([C:66]([NH:65][S:62]([C:56]2[CH:61]=[CH:60][CH:59]=[CH:58][CH:57]=2)(=[O:64])=[O:63])=[O:67])[CH2:38][CH2:39]1)[C:9]([O:11][CH:12]([CH3:13])[CH3:14])=[O:10])#[N:2]. The catalyst class is: 2. (4) Reactant: [NH2:1][C:2]1[C:7]([N+:8]([O-:10])=[O:9])=[CH:6][CH:5]=[CH:4][C:3]=1[OH:11].N1C=CN=C1.Cl[Si:18]([CH:25]([CH3:27])[CH3:26])([CH:22]([CH3:24])[CH3:23])[CH:19]([CH3:21])[CH3:20]. Product: [N+:8]([C:7]1[CH:6]=[CH:5][CH:4]=[C:3]([O:11][Si:18]([CH:25]([CH3:27])[CH3:26])([CH:22]([CH3:24])[CH3:23])[CH:19]([CH3:21])[CH3:20])[C:2]=1[NH2:1])([O-:10])=[O:9]. The catalyst class is: 7. (5) Reactant: [NH2:1][C:2]1[CH:6]=[C:5]([C:7]2[CH:8]=[N:9][NH:10][C:11]=2[CH3:12])[S:4][C:3]=1[C:13]([NH2:15])=[O:14].O=[C:17]1[CH2:22][CH2:21][CH:20]([C:23]([O:25][CH2:26][CH3:27])=[O:24])[CH2:19][CH2:18]1.[O-]S([O-])(=O)=O.[Mg+2].CC1(C)C2(CS(O)(=O)=O)C(CC1CC2)=O.C([O-])(O)=O.[Na+]. Product: [CH3:12][C:11]1[NH:10][N:9]=[CH:8][C:7]=1[C:5]1[S:4][C:3]2[C:13](=[O:14])[NH:15][C:17]3([CH2:22][CH2:21][CH:20]([C:23]([O:25][CH2:26][CH3:27])=[O:24])[CH2:19][CH2:18]3)[NH:1][C:2]=2[CH:6]=1. The catalyst class is: 44. (6) Reactant: Cl[C:2]1[C:10]2[C:9]3[CH:11]=[C:12]([C:15]#[N:16])[N:13]=[CH:14][C:8]=3[N:7]([CH2:17][O:18][CH2:19][CH2:20][Si:21]([CH3:24])([CH3:23])[CH3:22])[C:6]=2[N:5]=[CH:4][CH:3]=1.[H-].[Na+].[O:27]1CCCC1. Product: [OH:27][C:2]1[C:10]2[C:9]3[CH:11]=[C:12]([C:15]#[N:16])[N:13]=[CH:14][C:8]=3[N:7]([CH2:17][O:18][CH2:19][CH2:20][Si:21]([CH3:24])([CH3:23])[CH3:22])[C:6]=2[N:5]=[CH:4][CH:3]=1. The catalyst class is: 69. (7) Reactant: [CH3:1][O:2][C:3](=[O:27])[C:4]1[CH:9]=[CH:8][C:7]([CH2:10][CH:11]([C:24](O)=[O:25])[C:12]2[CH:17]=[CH:16][C:15]([CH:18]3[CH2:23][CH2:22][CH2:21][CH2:20][CH2:19]3)=[CH:14][CH:13]=2)=[CH:6][CH:5]=1.S(Cl)([Cl:30])=O. Product: [CH3:1][O:2][C:3](=[O:27])[C:4]1[CH:9]=[CH:8][C:7]([CH2:10][CH:11]([C:24]([Cl:30])=[O:25])[C:12]2[CH:17]=[CH:16][C:15]([CH:18]3[CH2:23][CH2:22][CH2:21][CH2:20][CH2:19]3)=[CH:14][CH:13]=2)=[CH:6][CH:5]=1. The catalyst class is: 11. (8) Reactant: C([N:4]1[C:9](=[O:10])[NH:8][C:7](=[O:11])[C:6]([Br:12])=[N:5]1)(=O)C.N1C=CC=CC=1.[C:19](Cl)(=[O:26])[C:20]1[CH:25]=[CH:24][CH:23]=[CH:22][CH:21]=1. Product: [Br:12][C:6]1[C:7](=[O:11])[N:8]([C:19]([C:20]2[CH:25]=[CH:24][CH:23]=[CH:22][CH:21]=2)=[O:26])[C:9](=[O:10])[NH:4][N:5]=1. The catalyst class is: 225. (9) Reactant: Br[CH2:2][C:3]([NH:5][C:6]1[N:7]([CH2:11][C:12]2[CH:17]=[CH:16][C:15]([O:18][CH3:19])=[CH:14][CH:13]=2)[N:8]=[CH:9][CH:10]=1)=[O:4].N1C=CC=CC=1.[F:26][C:27]1[CH:28]=[C:29]([N:33]2[C:37]([SH:38])=[N:36][N:35]=[N:34]2)[CH:30]=[CH:31][CH:32]=1. Product: [F:26][C:27]1[CH:28]=[C:29]([N:33]2[C:37]([S:38][CH2:2][C:3]([NH:5][C:6]3[N:7]([CH2:11][C:12]4[CH:17]=[CH:16][C:15]([O:18][CH3:19])=[CH:14][CH:13]=4)[N:8]=[CH:9][CH:10]=3)=[O:4])=[N:36][N:35]=[N:34]2)[CH:30]=[CH:31][CH:32]=1. The catalyst class is: 3.